Dataset: Forward reaction prediction with 1.9M reactions from USPTO patents (1976-2016). Task: Predict the product of the given reaction. (1) Given the reactants [CH2:1]([O:3][C:4](=[O:25])[C:5]1[CH:10]=[C:9]([C:11]2[CH2:15][CH2:14][CH2:13][C:12]=2[C:16]2[CH:21]=[C:20]([Cl:22])[CH:19]=[CH:18][C:17]=2[O:23]C)[CH:8]=[N:7][CH:6]=1)[CH3:2].B(Br)(Br)Br, predict the reaction product. The product is: [CH2:1]([O:3][C:4](=[O:25])[C:5]1[CH:10]=[C:9]([C:11]2[CH2:15][CH2:14][CH2:13][C:12]=2[C:16]2[CH:21]=[C:20]([Cl:22])[CH:19]=[CH:18][C:17]=2[OH:23])[CH:8]=[N:7][CH:6]=1)[CH3:2]. (2) Given the reactants Br[C:2]1[CH:3]=[N:4][C:5]([N:8]2[CH2:13][CH2:12][CH:11]([C:14]3[CH:15]=[CH:16][C:17]([CH2:20][O:21][C:22]4[CH:27]=[CH:26][C:25]([S:28]([CH3:31])(=[O:30])=[O:29])=[CH:24][CH:23]=4)=[N:18][CH:19]=3)[CH2:10][CH2:9]2)=[N:6][CH:7]=1.[C:32](B1OC(C)(C)C(C)(C)O1)([CH3:34])=[CH2:33].C(=O)([O-])[O-].[Cs+].[Cs+], predict the reaction product. The product is: [C:32]([C:2]1[CH:3]=[N:4][C:5]([N:8]2[CH2:13][CH2:12][CH:11]([C:14]3[CH:15]=[CH:16][C:17]([CH2:20][O:21][C:22]4[CH:27]=[CH:26][C:25]([S:28]([CH3:31])(=[O:30])=[O:29])=[CH:24][CH:23]=4)=[N:18][CH:19]=3)[CH2:10][CH2:9]2)=[N:6][CH:7]=1)([CH3:34])=[CH2:33].